Dataset: Forward reaction prediction with 1.9M reactions from USPTO patents (1976-2016). Task: Predict the product of the given reaction. (1) Given the reactants [Cl:1][C:2]1[CH:15]=[CH:14][C:5]([CH:6]=[N:7][S@](C(C)(C)C)=O)=[C:4]([C:16]([F:19])([F:18])[F:17])[CH:3]=1.[CH3:20][Mg]Br, predict the reaction product. The product is: [Cl:1][C:2]1[CH:15]=[CH:14][C:5]([C@H:6]([NH2:7])[CH3:20])=[C:4]([C:16]([F:17])([F:18])[F:19])[CH:3]=1. (2) Given the reactants Br[C:2]1[CH:7]=[CH:6][C:5]([C:8]#[N:9])=[CH:4][N:3]=1.[CH:10]1([CH2:13][NH2:14])[CH2:12][CH2:11]1, predict the reaction product. The product is: [CH:10]1([CH2:13][NH:14][C:2]2[CH:7]=[CH:6][C:5]([C:8]#[N:9])=[CH:4][N:3]=2)[CH2:12][CH2:11]1. (3) Given the reactants [C:1]([O:5][C:6]([NH:8][CH2:9][C:10]1[N:15]=[C:14]([C:16]([O:18][CH2:19][CH3:20])=[O:17])[CH:13]=[CH:12][CH:11]=1)=[O:7])([CH3:4])([CH3:3])[CH3:2], predict the reaction product. The product is: [C:1]([O:5][C:6]([NH:8][CH2:9][CH:10]1[NH:15][CH:14]([C:16]([O:18][CH2:19][CH3:20])=[O:17])[CH2:13][CH2:12][CH2:11]1)=[O:7])([CH3:4])([CH3:3])[CH3:2]. (4) Given the reactants Br[C:2]1[CH:10]=[C:9]2[C:5]([CH2:6][CH2:7][C:8]2=[O:11])=[CH:4][CH:3]=1.[CH3:12][N:13]1[C:17]([CH3:18])=[C:16](B2OC(C)(C)C(C)(C)O2)[C:15]([CH3:28])=[N:14]1.C([O-])([O-])=O.[K+].[K+], predict the reaction product. The product is: [CH3:12][N:13]1[C:17]([CH3:18])=[C:16]([C:2]2[CH:10]=[C:9]3[C:5]([CH2:6][CH2:7][C:8]3=[O:11])=[CH:4][CH:3]=2)[C:15]([CH3:28])=[N:14]1. (5) Given the reactants [F:1][C:2]([F:12])([F:11])[C:3](=O)[CH2:4][C:5]([O:7][CH2:8][CH3:9])=[O:6].[C:13]([C:16]1[CH:23]=[CH:22][C:19]([CH:20]=O)=[CH:18][CH:17]=1)([OH:15])=[O:14].Cl.[NH2:25][C:26]1[N:30]2[CH2:31][CH2:32][CH2:33][N:29]2[C:28](=[O:34])[CH:27]=1.CC[O-].[Na+], predict the reaction product. The product is: [CH2:8]([O:7][C:5]([C:4]1[CH:20]([C:19]2[CH:22]=[CH:23][C:16]([C:13]([OH:15])=[O:14])=[CH:17][CH:18]=2)[C:27]2[C:28](=[O:34])[N:29]3[CH2:33][CH2:32][CH2:31][N:30]3[C:26]=2[NH:25][C:3]=1[C:2]([F:12])([F:11])[F:1])=[O:6])[CH3:9]. (6) Given the reactants [CH2:1]([O:5][C:6]([C:8]1[N:9]=[C:10]([C:26]2[CH:31]=[CH:30][C:29]([CH3:32])=[CH:28][CH:27]=2)[C:11]2[C:16]([C:17]=1[O:18]CC1C=CC=CC=1)=[CH:15][CH:14]=[CH:13][CH:12]=2)=[O:7])[CH2:2][CH2:3][CH3:4], predict the reaction product. The product is: [CH2:1]([O:5][C:6]([C:8]1[N:9]=[C:10]([C:26]2[CH:31]=[CH:30][C:29]([CH3:32])=[CH:28][CH:27]=2)[C:11]2[C:16]([C:17]=1[OH:18])=[CH:15][CH:14]=[CH:13][CH:12]=2)=[O:7])[CH2:2][CH2:3][CH3:4]. (7) Given the reactants N1CCCCC1.[C:7]([O:15][CH2:16][CH3:17])(=[O:14])[CH2:8][C:9]([O:11]CC)=[O:10].[S:18]1C=C[CH:20]=[C:19]1C=O, predict the reaction product. The product is: [C:9]1(=[O:10])[O:11][C:16]2([CH2:17][CH:20]=[CH:19][S:18]2)[O:15][C:7](=[O:14])[CH2:8]1.